Dataset: Ames mutagenicity test results for genotoxicity prediction. Task: Regression/Classification. Given a drug SMILES string, predict its toxicity properties. Task type varies by dataset: regression for continuous values (e.g., LD50, hERG inhibition percentage) or binary classification for toxic/non-toxic outcomes (e.g., AMES mutagenicity, cardiotoxicity, hepatotoxicity). Dataset: ames. (1) The drug is Cc1ccc(N=C=O)cc1N=C=O. The result is 1 (mutagenic). (2) The molecule is Cc1ccccc1-c1ccccc1. The result is 0 (non-mutagenic).